From a dataset of Forward reaction prediction with 1.9M reactions from USPTO patents (1976-2016). Predict the product of the given reaction. (1) Given the reactants [OH:1][C:2]1[CH:3]=[C:4]2[C:8](=[CH:9][CH:10]=1)[C:7](=[O:11])[CH2:6][C:5]2([CH3:13])[CH3:12].[S:14](O[S:14]([C:17]([F:20])([F:19])[F:18])(=[O:16])=[O:15])([C:17]([F:20])([F:19])[F:18])(=[O:16])=[O:15].Cl, predict the reaction product. The product is: [CH3:12][C:5]1([CH3:13])[C:4]2[C:8](=[CH:9][CH:10]=[C:2]([O:1][S:14]([C:17]([F:20])([F:19])[F:18])(=[O:16])=[O:15])[CH:3]=2)[C:7](=[O:11])[CH2:6]1. (2) Given the reactants [F:1][C:2]1[CH:7]=[CH:6][C:5]([N+:8]([O-])=O)=[CH:4][C:3]=1[NH:11][C:12](=[O:18])[O:13][C:14]([CH3:17])([CH3:16])[CH3:15], predict the reaction product. The product is: [NH2:8][C:5]1[CH:6]=[CH:7][C:2]([F:1])=[C:3]([NH:11][C:12](=[O:18])[O:13][C:14]([CH3:15])([CH3:16])[CH3:17])[CH:4]=1. (3) The product is: [CH2:1]([O:8][C:9]1[CH:14]=[CH:13][C:12]([B:28]([OH:29])[OH:27])=[C:11]([O:16][C:17]([F:20])([F:19])[F:18])[CH:10]=1)[C:2]1[CH:7]=[CH:6][CH:5]=[CH:4][CH:3]=1. Given the reactants [CH2:1]([O:8][C:9]1[CH:14]=[CH:13][C:12](Br)=[C:11]([O:16][C:17]([F:20])([F:19])[F:18])[CH:10]=1)[C:2]1[CH:7]=[CH:6][CH:5]=[CH:4][CH:3]=1.C([Li])CCC.C[O:27][B:28](OC)[O:29]C, predict the reaction product. (4) Given the reactants [H-].[Na+].[N+:3]([C:6]1[CH:7]=[C:8]([C:15]([O:17][CH3:18])=[O:16])[C:9]2[CH:10]=[N:11][NH:12][C:13]=2[CH:14]=1)([O-:5])=[O:4].Br[CH:20]([CH3:22])[CH3:21].IC, predict the reaction product. The product is: [CH3:21][CH:20]([N:12]1[C:13]2[CH:14]=[C:6]([N+:3]([O-:5])=[O:4])[CH:7]=[C:8]([C:15]([O:17][CH3:18])=[O:16])[C:9]=2[CH:10]=[N:11]1)[CH3:22]. (5) Given the reactants [NH:1]1[CH2:4][CH2:3][CH2:2]1.B.N1C=CC=CC=1C.[O:13]1[CH2:18][CH2:17][N:16]([C:19]2[CH:20]=[C:21]([C:26]3[CH:39]=[CH:38][CH:37]=[C:36]4[C:27]=3[S:28][C:29]3[CH:30]=[CH:31][C:32]([NH:40][CH:41]([CH3:44])[CH:42]=O)=[CH:33][C:34]=3[S:35]4)[NH:22][C:23](=[O:25])[CH:24]=2)[CH2:15][CH2:14]1.C(=O)([O-])O.[Na+], predict the reaction product. The product is: [N:1]1([CH2:44][CH:41]([NH:40][C:32]2[CH:33]=[C:34]3[C:29](=[CH:30][CH:31]=2)[S:28][C:27]2[C:26]([C:21]4[NH:22][C:23](=[O:25])[CH:24]=[C:19]([N:16]5[CH2:15][CH2:14][O:13][CH2:18][CH2:17]5)[CH:20]=4)=[CH:39][CH:38]=[CH:37][C:36]=2[S:35]3)[CH3:42])[CH2:4][CH2:3][CH2:2]1. (6) Given the reactants CC(OC(/N=N/C(OC(C)C)=O)=O)C.C1(P(C2C=CC=CC=2)C2C=CC=CC=2)C=CC=CC=1.[NH2:34][C:35]1[C:40]([CH2:41][OH:42])=[CH:39][CH:38]=[CH:37][N:36]=1.[CH:43]1([C:48]2[CH:53]=[CH:52][C:51](O)=[CH:50][CH:49]=2)[CH2:47][CH2:46][CH2:45][CH2:44]1, predict the reaction product. The product is: [CH:43]1([C:48]2[CH:49]=[CH:50][C:51]([O:42][CH2:41][C:40]3[C:35]([NH2:34])=[N:36][CH:37]=[CH:38][CH:39]=3)=[CH:52][CH:53]=2)[CH2:44][CH2:45][CH2:46][CH2:47]1. (7) Given the reactants [CH3:1][C@:2]12[C@H:54]3[CH2:55][C@H:52]([C:53]3([CH3:57])[CH3:56])[CH2:51][C@H:3]1[O:4][B:5]([CH:7]([NH:12][C:13]([C@H:15]1[N:19]3[C:20](=[O:46])[C:21]([N:24]([CH2:35][C:36]4[CH:41]=[CH:40][CH:39]=[C:38]([C:42]([F:45])([F:44])[F:43])[CH:37]=4)C(=O)OCC4C=CC=CC=4)=[CH:22][N:23]=[C:18]3[C@@:17]([N:48]=[N+]=[N-])([CH3:47])[CH2:16]1)=[O:14])[CH2:8][CH:9]([F:11])[F:10])[O:6]2, predict the reaction product. The product is: [CH3:1][C@:2]12[C@H:54]3[CH2:55][C@H:52]([C:53]3([CH3:57])[CH3:56])[CH2:51][C@H:3]1[O:4][B:5]([CH:7]([NH:12][C:13]([C@H:15]1[N:19]3[C:20](=[O:46])[C:21]([NH:24][CH2:35][C:36]4[CH:41]=[CH:40][CH:39]=[C:38]([C:42]([F:43])([F:44])[F:45])[CH:37]=4)=[CH:22][N:23]=[C:18]3[C@@:17]([NH2:48])([CH3:47])[CH2:16]1)=[O:14])[CH2:8][CH:9]([F:10])[F:11])[O:6]2. (8) Given the reactants [F:1][C:2]1[CH:3]=[C:4]2[C:8](=[CH:9][CH:10]=1)[NH:7][CH:6]=[C:5]2[CH:11]=O.[CH:13]([NH2:15])=O.[BH4-].[Na+].[C-]#N.[K+], predict the reaction product. The product is: [F:1][C:2]1[CH:3]=[C:4]2[C:8](=[CH:9][CH:10]=1)[NH:7][CH:6]=[C:5]2[CH2:11][C:13]#[N:15]. (9) Given the reactants [CH3:1][C:2](C)([O-:4])C.[Na+].[F:7][C:8]1[CH:13]=[CH:12][C:11]([OH:14])=[CH:10][CH:9]=1.COC(OC)CBr, predict the reaction product. The product is: [F:7][C:8]1[CH:13]=[CH:12][C:11]([O:14][CH2:1][CH:2]=[O:4])=[CH:10][CH:9]=1. (10) Given the reactants [CH3:1][N:2]1[CH2:7][CH2:6][NH:5][CH2:4][CH2:3]1.C(N(CC)CC)C.[Br:15][C:16]1[CH:17]=[CH:18][C:19]([C:22](Cl)=[O:23])=[N:20][CH:21]=1, predict the reaction product. The product is: [Br:15][C:16]1[CH:17]=[CH:18][C:19]([C:22]([N:5]2[CH2:6][CH2:7][N:2]([CH3:1])[CH2:3][CH2:4]2)=[O:23])=[N:20][CH:21]=1.